Dataset: Full USPTO retrosynthesis dataset with 1.9M reactions from patents (1976-2016). Task: Predict the reactants needed to synthesize the given product. (1) Given the product [Br:15][C:16]1[CH:17]=[CH:18][C:19]([C@@H:22]2[CH2:24][C@H:23]2[C:25]([N:10]2[CH2:9][C@H:8]([CH2:11][CH2:12][CH3:13])[NH:7][C:6](=[O:14])[C@@H:5]2[CH2:1][CH:2]([CH3:4])[CH3:3])=[O:26])=[CH:20][CH:21]=1, predict the reactants needed to synthesize it. The reactants are: [CH2:1]([C@@H:5]1[NH:10][CH2:9][C@H:8]([CH2:11][CH2:12][CH3:13])[NH:7][C:6]1=[O:14])[CH:2]([CH3:4])[CH3:3].[Br:15][C:16]1[CH:21]=[CH:20][C:19]([C@@H:22]2[CH2:24][C@H:23]2[C:25](O)=[O:26])=[CH:18][CH:17]=1.C([C@@H]1N(C([C@@H]2C[C@H]2C2C=CC=CC=2)=O)C[C@H](CC(C)C)NC1=O)C(C)C. (2) Given the product [CH2:3]([NH:6][CH:7]1[CH2:16][CH2:15][C:10]2[N:11]=[CH:12][S:13][C:9]=2[CH2:8]1)[CH2:4][CH3:5], predict the reactants needed to synthesize it. The reactants are: Br.Br.[CH2:3]([NH:6][CH:7]1[CH2:16][CH2:15][C:10]2[N:11]=[C:12](N)[S:13][C:9]=2[CH2:8]1)[CH2:4][CH3:5].N([O-])=O.P(P(O)(O)=O)(O)(O)=O.[OH-].[Na+]. (3) Given the product [CH3:1][C:2]1[CH:3]=[CH:4][C:5]([CH2:6][S:7][C:8]2[C:9]([O:33][C@H:31]3[CH2:32][N:26]4[CH2:34][C@H:30]3[CH2:29][CH2:28][CH2:27]4)=[N:13][S:12][N:11]=2)=[CH:24][CH:25]=1, predict the reactants needed to synthesize it. The reactants are: [CH3:1][C:2]1[CH:25]=[CH:24][C:5]([CH2:6][S:7][C:8](=[N:11][S:12][NH:13]N2C(C)(C)CCCC2(C)C)[C:9]#N)=[CH:4][CH:3]=1.[N:26]12[CH2:34][CH:30]([CH:31]([OH:33])[CH2:32]1)[CH2:29][CH2:28][CH2:27]2. (4) Given the product [F:1][C:2]1[CH:37]=[CH:36][CH:35]=[CH:34][C:3]=1[CH2:4][NH:5][C:6](=[O:33])[CH2:7][CH:8]1[N:14]([CH2:15][C:16]2[CH:21]=[CH:20][N:19]=[CH:18][CH:17]=2)[CH2:13][C:12]2[CH:23]=[CH:24][CH:25]=[CH:26][C:11]=2[N:10]([CH2:27][C:28]([CH3:31])([CH3:30])[CH3:29])[C:9]1=[O:32], predict the reactants needed to synthesize it. The reactants are: [F:1][C:2]1[CH:37]=[CH:36][CH:35]=[CH:34][C:3]=1[CH2:4][NH:5][C:6](=[O:33])[CH2:7][CH:8]1[N:14]([C:15](=O)[C:16]2[CH:21]=[CH:20][N:19]=[CH:18][CH:17]=2)[CH2:13][C:12]2[CH:23]=[CH:24][CH:25]=[CH:26][C:11]=2[N:10]([CH2:27][C:28]([CH3:31])([CH3:30])[CH3:29])[C:9]1=[O:32].Br.BrCC1C=CN=CC=1.C(=O)([O-])[O-].[K+].[K+].C(OCC)(=O)C. (5) Given the product [F:49][C:5]1([F:4])[CH2:6][CH2:7][CH:8]([C:11]2[C:20]3[CH:19]([OH:21])[CH2:18][C:17]([CH3:22])([CH3:23])[CH2:16][C:15]=3[N:14]=[C:13]([CH:24]3[CH2:25][CH2:26][N:27]([C:30]4[N:35]=[CH:34][C:33]([O:36][CH2:32][C@@H:33]([O:36][CH:2]5[CH2:1][CH2:17][CH2:18][CH2:19][O:21]5)[CH3:34])=[CH:32][N:31]=4)[CH2:28][CH2:29]3)[C:12]=2[CH:37]([F:48])[C:38]2[CH:39]=[CH:40][C:41]([C:44]([F:46])([F:45])[F:47])=[CH:42][CH:43]=2)[CH2:9][CH2:10]1, predict the reactants needed to synthesize it. The reactants are: [CH2:1](I)[CH3:2].[F:4][C:5]1([F:49])[CH2:10][CH2:9][CH:8]([C:11]2[C:20]3[CH:19]([OH:21])[CH2:18][C:17]([CH3:23])([CH3:22])[CH2:16][C:15]=3[N:14]=[C:13]([CH:24]3[CH2:29][CH2:28][N:27]([C:30]4[N:35]=[CH:34][C:33]([OH:36])=[CH:32][N:31]=4)[CH2:26][CH2:25]3)[C:12]=2[CH:37]([F:48])[C:38]2[CH:43]=[CH:42][C:41]([C:44]([F:47])([F:46])[F:45])=[CH:40][CH:39]=2)[CH2:7][CH2:6]1. (6) The reactants are: C([O-])(=O)C.[Na+].[CH2:6]([NH:13][CH2:14][C:15]1[CH:20]=[CH:19][CH:18]=[CH:17][CH:16]=1)[C:7]1[CH:12]=[CH:11][CH:10]=[CH:9][CH:8]=1.C(O)C.[N:24]#[C:25]Br. Given the product [CH2:14]([N:13]([CH2:6][C:7]1[CH:12]=[CH:11][CH:10]=[CH:9][CH:8]=1)[C:25]#[N:24])[C:15]1[CH:20]=[CH:19][CH:18]=[CH:17][CH:16]=1, predict the reactants needed to synthesize it. (7) The reactants are: [C:1]([O:5][C:6]([NH:8][C@@H:9]([C:18]([OH:20])=O)[CH2:10][C:11]1[CH:16]=[CH:15][C:14]([F:17])=[CH:13][CH:12]=1)=[O:7])([CH3:4])([CH3:3])[CH3:2].CCN(C(C)C)C(C)C.Cl.[CH3:31][O:32][C:33]1[CH:34]=[C:35]([C:41]2[C@@H:50]3[C@@H:45]([CH2:46][CH2:47][CH2:48][CH2:49]3)[C:44](=[O:51])[N:43]([CH:52]3[CH2:57][CH2:56][NH:55][CH2:54][CH2:53]3)[N:42]=2)[CH:36]=[CH:37][C:38]=1[O:39][CH3:40].CCOC(C(C#N)=NOC(N1CCOCC1)=[N+](C)C)=O.F[P-](F)(F)(F)(F)F.C(=O)(O)[O-].[Na+]. Given the product [CH3:31][O:32][C:33]1[CH:34]=[C:35]([C:41]2[C@@H:50]3[C@@H:45]([CH2:46][CH2:47][CH2:48][CH2:49]3)[C:44](=[O:51])[N:43]([CH:52]3[CH2:53][CH2:54][N:55]([C:18](=[O:20])[C@H:9]([NH:8][C:6](=[O:7])[O:5][C:1]([CH3:2])([CH3:3])[CH3:4])[CH2:10][C:11]4[CH:12]=[CH:13][C:14]([F:17])=[CH:15][CH:16]=4)[CH2:56][CH2:57]3)[N:42]=2)[CH:36]=[CH:37][C:38]=1[O:39][CH3:40], predict the reactants needed to synthesize it. (8) Given the product [CH3:26][N:27]1[C:31]([NH:32][C:13]([CH:14]2[C:15]3[C:16](=[CH:20][CH:21]=[CH:22][CH:23]=3)[C:17](=[O:19])[N:12]([CH2:11][CH2:10][O:9][CH3:8])[CH:6]2[C:2]2[S:1][CH:5]=[CH:4][CH:3]=2)=[O:24])=[CH:30][C:29]([CH3:33])=[N:28]1, predict the reactants needed to synthesize it. The reactants are: [S:1]1[CH:5]=[CH:4][CH:3]=[C:2]1[CH:6]=O.[CH3:8][O:9][CH2:10][CH2:11][NH2:12].[C:13]1(=[O:24])[O:19][C:17](=O)[C:16]2=[CH:20][CH:21]=[CH:22][CH:23]=[C:15]2[CH2:14]1.Cl.[CH3:26][N:27]1[C:31]([NH2:32])=[CH:30][C:29]([CH3:33])=[N:28]1. (9) Given the product [NH:20]1[C:28]2=[N:27][CH:26]=[CH:25][CH:24]=[C:23]2[C:22]([CH:29]=[C:11]2[O:10][C:9]([NH:8][C:5]3[CH:4]=[CH:3][C:2]([Br:1])=[CH:7][CH:6]=3)=[C:13]([C:14]([O:16][CH2:17][CH3:18])=[O:15])[C:12]2=[O:19])=[CH:21]1, predict the reactants needed to synthesize it. The reactants are: [Br:1][C:2]1[CH:7]=[CH:6][C:5]([NH:8][C:9]2[O:10][CH2:11][C:12](=[O:19])[C:13]=2[C:14]([O:16][CH2:17][CH3:18])=[O:15])=[CH:4][CH:3]=1.[NH:20]1[C:28]2[C:23](=[CH:24][CH:25]=[CH:26][N:27]=2)[C:22]([CH:29]=O)=[CH:21]1.N1CCCCC1.